Task: Predict the reactants needed to synthesize the given product.. Dataset: Full USPTO retrosynthesis dataset with 1.9M reactions from patents (1976-2016) (1) Given the product [CH:26]1([NH:31][C:2]2[N:7]3[N:8]=[C:9]([C:14]4[CH:19]=[CH:18][N:17]=[CH:16][CH:15]=4)[C:10]([C:11](=[O:13])[CH3:12])=[C:6]3[CH:5]=[CH:4][CH:3]=2)[CH2:30][CH2:29][CH2:28][CH2:27]1, predict the reactants needed to synthesize it. The reactants are: Cl[C:2]1[N:7]2[N:8]=[C:9]([C:14]3[CH:19]=[CH:18][N:17]=[CH:16][CH:15]=3)[C:10]([C:11](=[O:13])[CH3:12])=[C:6]2[CH:5]=[CH:4][CH:3]=1.C(=O)([O-])[O-].[Cs+].[Cs+].[CH:26]1([NH2:31])[CH2:30][CH2:29][CH2:28][CH2:27]1.C(OCC)(=O)C. (2) Given the product [CH2:35]([C:32]1[N:31]=[CH:30][C:29]([C:25]2[CH:24]=[C:23]([C:21]3[CH2:20][C:19](=[O:37])[NH:18][C:9]4[CH:10]=[C:11]([C:14]([F:17])([F:16])[F:15])[CH:12]=[CH:13][C:8]=4[N:7]=3)[CH:28]=[CH:27][CH:26]=2)=[CH:34][CH:33]=1)[CH3:36], predict the reactants needed to synthesize it. The reactants are: C(OC(=O)[NH:7][C:8]1[CH:13]=[CH:12][C:11]([C:14]([F:17])([F:16])[F:15])=[CH:10][C:9]=1[NH:18][C:19](=[O:37])[CH2:20][C:21]([C:23]1[CH:28]=[CH:27][CH:26]=[C:25]([C:29]2[CH:30]=[N:31][C:32]([CH2:35][CH3:36])=[CH:33][CH:34]=2)[CH:24]=1)=O)(C)(C)C.C(O)(C(F)(F)F)=O. (3) Given the product [CH3:26][O:25][C:10]1[N:11]=[C:12]([NH:14][CH2:15][CH2:16][C:17]2[CH:22]=[CH:21][C:20]([O:23][CH3:24])=[CH:19][CH:18]=2)[CH:13]=[C:8]([C:6]2[O:7][C:1]([CH3:2])=[N:4][N:5]=2)[N:9]=1, predict the reactants needed to synthesize it. The reactants are: [C:1]([NH:4][NH:5][C:6]([C:8]1[CH:13]=[C:12]([NH:14][CH2:15][CH2:16][C:17]2[CH:22]=[CH:21][C:20]([O:23][CH3:24])=[CH:19][CH:18]=2)[N:11]=[C:10]([O:25][CH3:26])[N:9]=1)=[O:7])(=O)[CH3:2].C1(C)C=CC(S(Cl)(=O)=O)=CC=1.CCN(P1(N(C)CCCN1C)=NC(C)(C)C)CC. (4) Given the product [C:8]([C:10]1[CH:11]=[C:12]2[C:17](=[CH:18][C:19]=1[O:20][CH2:21][CH:22]1[CH2:27][CH2:26][NH:25][CH2:24][CH2:23]1)[N:16]=[CH:15][CH:14]=[C:13]2[O:35][C:36]1[CH:41]=[CH:40][C:39]([NH:42][C:43]([NH:45][CH:46]2[CH2:48][CH2:47]2)=[O:44])=[C:38]([F:49])[CH:37]=1)#[N:9], predict the reactants needed to synthesize it. The reactants are: FC(F)(F)C(O)=O.[C:8]([C:10]1[CH:11]=[C:12]2[C:17](=[CH:18][C:19]=1[O:20][CH2:21][CH:22]1[CH2:27][CH2:26][N:25](C(OC(C)(C)C)=O)[CH2:24][CH2:23]1)[N:16]=[CH:15][CH:14]=[C:13]2[O:35][C:36]1[CH:41]=[CH:40][C:39]([NH:42][C:43]([NH:45][CH:46]2[CH2:48][CH2:47]2)=[O:44])=[C:38]([F:49])[CH:37]=1)#[N:9].[Na].O. (5) Given the product [CH3:35][C:26]1[CH:31]=[CH:30][C:29]([NH:32][C:33](=[O:34])[O:18][C:15]2[CH:16]=[C:17]3[C:12]([CH2:11][CH2:10][CH2:9][N:8]3[CH2:1][C:2]3[CH:3]=[CH:4][CH:5]=[CH:6][CH:7]=3)=[CH:13][CH:14]=2)=[CH:28][CH:27]=1, predict the reactants needed to synthesize it. The reactants are: [CH2:1]([N:8]1[C:17]2[C:12](=[CH:13][CH:14]=[C:15]([OH:18])[CH:16]=2)[CH2:11][CH2:10][CH2:9]1)[C:2]1[CH:7]=[CH:6][CH:5]=[CH:4][CH:3]=1.C(N(CC)CC)C.[C:26]1([CH3:35])[CH:31]=[CH:30][C:29]([N:32]=[C:33]=[O:34])=[CH:28][CH:27]=1. (6) Given the product [Cl:1][C:2]1[CH:3]=[CH:4][CH:5]=[C:6]2[C:10]=1[C:9](=[O:11])[N:8]([C:12]1[CH:34]=[CH:33][CH:32]=[C:14]([C:15]([N:42]3[CH2:43][CH2:44][N:39]([CH2:38][CH2:37][N:36]([CH3:45])[CH3:35])[CH2:40][CH2:41]3)=[O:16])[CH:13]=1)[CH2:7]2, predict the reactants needed to synthesize it. The reactants are: [Cl:1][C:2]1[CH:3]=[CH:4][CH:5]=[C:6]2[C:10]=1[C:9](=[O:11])[N:8]([C:12]1[CH:13]=[C:14]([CH:32]=[CH:33][CH:34]=1)[C:15](NCCC1CCN(C3C=CN=CC=3)CC1)=[O:16])[CH2:7]2.[CH3:35][N:36]([CH3:45])[CH2:37][CH2:38][N:39]1[CH2:44][CH2:43][NH:42][CH2:41][CH2:40]1.ClC1C=CC=C2C=1C(=O)N(C1C=C(C=CC=1)C(O)=O)C2.